This data is from Reaction yield outcomes from USPTO patents with 853,638 reactions. The task is: Predict the reaction yield, written as a fraction of the theoretical maximum amount of product (1.0 means a 100% yield; for example, 0.34 means a 34% yield). (1) The reactants are [Cl:1][C:2]1[C:7]([Cl:8])=[CH:6][C:5]([NH:9][CH2:10][C:11]([OH:13])=O)=[C:4]([OH:14])[CH:3]=1.[CH2:15]1[C:18]2([CH2:22][CH2:21][N:20]([C:23](=[O:26])[CH:24]=[CH2:25])[CH2:19]2)[CH2:17][NH:16]1.CCN=C=NCCCN(C)C.Cl.C1C=CC2N(O)N=NC=2C=1.CCN(CC)CC. The catalyst is CN(C=O)C.O. The product is [Cl:1][C:2]1[C:7]([Cl:8])=[CH:6][C:5]([NH:9][CH2:10][C:11]([N:16]2[CH2:17][C:18]3([CH2:22][CH2:21][N:20]([C:23](=[O:26])[CH:24]=[CH2:25])[CH2:19]3)[CH2:15]2)=[O:13])=[C:4]([OH:14])[CH:3]=1. The yield is 0.170. (2) The reactants are [C@@H]1([N:10]2[C:20]3[N:19]=[C:17]([NH2:18])[NH:16][C:14](=[O:15])[C:13]=3[N:12]=[CH:11]2)O[C@H](CO)[C@@H](O)[C@H]1O.[CH2:21](Br)[CH:22]=[CH2:23].Cl.[OH-].[Na+]. The catalyst is CO.CS(C)=O. The product is [NH2:18][C:17]1[NH:16][C:14](=[O:15])[C:13]2[N:12]([CH2:23][CH:22]=[CH2:21])[CH:11]=[N:10][C:20]=2[N:19]=1. The yield is 1.19.